From a dataset of Reaction yield outcomes from USPTO patents with 853,638 reactions. Predict the reaction yield, written as a fraction of the theoretical maximum amount of product (1.0 means a 100% yield; for example, 0.34 means a 34% yield). The reactants are [CH:1]1([NH:6][C:7]2[N:11]3[N:12]=[CH:13][C:14]([C:15]#[N:16])=[C:10]3[NH:9][C:8]=2[C:17]2[CH:22]=[C:21]([O:23][CH3:24])[C:20]([O:25][CH3:26])=[CH:19][C:18]=2[O:27][CH3:28])[CH2:5][CH2:4][CH2:3][CH2:2]1.CS(C)=[O:31]. No catalyst specified. The product is [NH2:9][C:10]1[N:11](/[C:7](=[N:6]/[CH:1]2[CH2:5][CH2:4][CH2:3][CH2:2]2)/[C:8]([C:17]2[CH:22]=[C:21]([O:23][CH3:24])[C:20]([O:25][CH3:26])=[CH:19][C:18]=2[O:27][CH3:28])=[O:31])[N:12]=[CH:13][C:14]=1[C:15]#[N:16]. The yield is 0.100.